This data is from Reaction yield outcomes from USPTO patents with 853,638 reactions. The task is: Predict the reaction yield, written as a fraction of the theoretical maximum amount of product (1.0 means a 100% yield; for example, 0.34 means a 34% yield). (1) The reactants are [C:1]([O:7][CH2:8][CH3:9])(=[O:6])[CH2:2][C:3]([CH3:5])=[O:4].[CH3:10][O:11][CH2:12][C:13](Cl)=[O:14]. No catalyst specified. The product is [CH2:8]([O:7][C:1](=[O:6])[CH:2]([C:3](=[O:4])[CH3:5])[C:13](=[O:14])[CH2:12][O:11][CH3:10])[CH3:9]. The yield is 1.00. (2) The reactants are CN[C:3]1[C:11]2[O:10][CH2:9][O:8][C:7]=2[CH:6]=[CH:5][CH:4]=1.ClCC1C2OC[O:19][C:18]=2C=CC=1. The product is [O:8]1[C:7]2[CH:6]=[CH:5][CH:4]=[C:3]([CH2:18][OH:19])[C:11]=2[O:10][CH2:9]1. The yield is 0.360. The catalyst is CO. (3) The catalyst is C1C=CC(/C=C/C(/C=C/C2C=CC=CC=2)=O)=CC=1.C1C=CC(/C=C/C(/C=C/C2C=CC=CC=2)=O)=CC=1.C1C=CC(/C=C/C(/C=C/C2C=CC=CC=2)=O)=CC=1.[Pd].[Pd].O1CCOCC1. The yield is 0.180. The product is [N:80]1([C:2]2[S:10][C:9]3[S:8](=[O:12])(=[O:11])[N:7]([CH2:13][O:14][CH2:15][CH2:16][Si:17]([CH3:20])([CH3:19])[CH3:18])[CH2:6][C:5]([C:22]4[CH:31]=[CH:30][C:29]5[C:24](=[CH:25][CH:26]=[CH:27][CH:28]=5)[CH:23]=4)([OH:21])[C:4]=3[CH:3]=2)[CH2:85][CH2:84][O:83][CH2:82][CH2:81]1. The reactants are Cl[C:2]1[S:10][C:9]2[S:8](=[O:12])(=[O:11])[N:7]([CH2:13][O:14][CH2:15][CH2:16][Si:17]([CH3:20])([CH3:19])[CH3:18])[CH2:6][C:5]([C:22]3[CH:31]=[CH:30][C:29]4[C:24](=[CH:25][CH:26]=[CH:27][CH:28]=4)[CH:23]=3)([OH:21])[C:4]=2[CH:3]=1.C1(P(C2C=CC=CC=2)C2C3OC4C(=CC=CC=4P(C4C=CC=CC=4)C4C=CC=CC=4)C(C)(C)C=3C=CC=2)C=CC=CC=1.C(=O)([O-])[O-].[Cs+].[Cs+].[NH:80]1[CH2:85][CH2:84][O:83][CH2:82][CH2:81]1. (4) The reactants are [O:1]1[C:5]2[C:6]3[C:7](=[CH:13][C:14]#[N:15])[CH2:8][CH2:9][C:10]=3[CH:11]=[CH:12][C:4]=2[N:3]=[CH:2]1.N.C(O)C. The catalyst is C(O)C.[Co]. The product is [O:1]1[C:5]2[C:6]3[C:7](=[CH:13][CH2:14][NH2:15])[CH2:8][CH2:9][C:10]=3[CH:11]=[CH:12][C:4]=2[N:3]=[CH:2]1. The yield is 0.280. (5) The reactants are [CH3:1][C@@H:2]1[CH2:7][O:6][CH2:5][CH2:4][NH:3]1.C(N(CC)CC)C.[Cl:15][C:16]1[N:21]=[C:20](Cl)[CH:19]=[C:18]([C:23]([O:25][CH3:26])=[O:24])[N:17]=1.O. The catalyst is C(Cl)Cl. The product is [Cl:15][C:16]1[N:17]=[C:18]([C:23]([O:25][CH3:26])=[O:24])[CH:19]=[C:20]([N:3]2[CH2:4][CH2:5][O:6][CH2:7][C@H:2]2[CH3:1])[N:21]=1. The yield is 0.770. (6) The reactants are [I:1][C:2]1[C:10]2[N:9]=[CH:8][NH:7][C:6]=2[CH:5]=[CH:4][C:3]=1[CH3:11].[CH3:12][Si:13]([CH2:16][CH2:17][O:18][CH2:19]Cl)([CH3:15])[CH3:14].[H-].[Na+]. The catalyst is CN(C=O)C. The product is [I:1][C:2]1[C:10]2[N:9]=[CH:8][N:7]([CH2:19][O:18][CH2:17][CH2:16][Si:13]([CH3:15])([CH3:14])[CH3:12])[C:6]=2[CH:5]=[CH:4][C:3]=1[CH3:11]. The yield is 0.810. (7) The reactants are Br[C:2]1[N:7]=[C:6]2[N:8]([C@@H:13]3[C:21]4[C:16](=[CH:17][C:18]([C:22]5[CH:27]=[CH:26][CH:25]=[CH:24][C:23]=5[C:28]5[N:32]([C:33]([C:46]6[CH:51]=[CH:50][CH:49]=[CH:48][CH:47]=6)([C:40]6[CH:45]=[CH:44][CH:43]=[CH:42][CH:41]=6)[C:34]6[CH:39]=[CH:38][CH:37]=[CH:36][CH:35]=6)[N:31]=[N:30][N:29]=5)=[CH:19][CH:20]=4)[CH2:15][CH2:14]3)[C:9]([CH2:11][CH3:12])=[N:10][C:5]2=[C:4]([CH3:52])[CH:3]=1.[CH3:53][C@H:54]([OH:57])[C:55]#[CH:56].CCN(CC)CC. The catalyst is C1COCC1.Cl[Pd](Cl)([P](C1C=CC=CC=1)(C1C=CC=CC=1)C1C=CC=CC=1)[P](C1C=CC=CC=1)(C1C=CC=CC=1)C1C=CC=CC=1.[Cu]I. The product is [CH2:11]([C:9]1[N:8]([C@@H:13]2[C:21]3[C:16](=[CH:17][C:18]([C:22]4[CH:27]=[CH:26][CH:25]=[CH:24][C:23]=4[C:28]4[N:32]([C:33]([C:40]5[CH:41]=[CH:42][CH:43]=[CH:44][CH:45]=5)([C:46]5[CH:47]=[CH:48][CH:49]=[CH:50][CH:51]=5)[C:34]5[CH:39]=[CH:38][CH:37]=[CH:36][CH:35]=5)[N:31]=[N:30][N:29]=4)=[CH:19][CH:20]=3)[CH2:15][CH2:14]2)[C:6]2=[N:7][C:2]([C:56]#[C:55][C@@H:54]([OH:57])[CH3:53])=[CH:3][C:4]([CH3:52])=[C:5]2[N:10]=1)[CH3:12]. The yield is 0.640.